Dataset: Forward reaction prediction with 1.9M reactions from USPTO patents (1976-2016). Task: Predict the product of the given reaction. (1) Given the reactants CC(C)([O-])C.[K+].[Cl:7][C:8]1[C:13]([F:14])=[CH:12][CH:11]=[C:10]([Cl:15])[C:9]=1[C:16](=[O:18])[CH3:17].[H][H], predict the reaction product. The product is: [Cl:7][C:8]1[C:13]([F:14])=[CH:12][CH:11]=[C:10]([Cl:15])[C:9]=1[C@@H:16]([OH:18])[CH3:17]. (2) Given the reactants [O:1]=[C:2]1[NH:7][C:6]2[N:8]=[CH:9][CH:10]=[C:11]([O:12][C:13]3[CH:14]=[CH:15][C:16]4[O:20][C@@H:19]5[C@@H:21]([NH:22]C(=O)OC(C)(C)C)[C@@H:18]5[C:17]=4[CH:30]=3)[C:5]=2[CH2:4][O:3]1.CCOC(C)=O.Cl, predict the reaction product. The product is: [NH2:22][C@H:21]1[C@H:18]2[C@@H:19]1[O:20][C:16]1[CH:15]=[CH:14][C:13]([O:12][C:11]3[C:5]4[CH2:4][O:3][C:2](=[O:1])[NH:7][C:6]=4[N:8]=[CH:9][CH:10]=3)=[CH:30][C:17]=12.